Dataset: Forward reaction prediction with 1.9M reactions from USPTO patents (1976-2016). Task: Predict the product of the given reaction. (1) Given the reactants [NH2:1][C:2]1[CH:7]=[CH:6][C:5]([CH3:8])=[CH:4][CH:3]=1.CC[N:11]([CH:15]([CH3:17])[CH3:16])C(C)C.[Li+].[OH-:19].O.Cl.C[CH2:23][N:24]=[C:25]=[N:26][CH2:27][CH2:28][CH2:29][N:30](C)C.Cl.[NH3:34], predict the reaction product. The product is: [C:5]1([CH3:8])[CH:6]=[CH:7][C:2]([NH:1][C:27]2[C:28]([C:29]([NH2:30])=[O:19])=[CH:23][N:24]=[C:25]([NH:34][CH2:17][C@@H:15]([NH2:11])[CH3:16])[N:26]=2)=[CH:3][CH:4]=1. (2) Given the reactants N1C=CC=CC=1.[C:7]([O:11][C:12]([N:14]1[CH2:19][CH2:18][CH:17]([CH2:20][CH2:21][OH:22])[CH2:16][CH2:15]1)=[O:13])([CH3:10])([CH3:9])[CH3:8].Cl[C:24]([O:26][CH2:27][Cl:28])=[O:25], predict the reaction product. The product is: [C:24](=[O:25])([O:22][CH2:21][CH2:20][CH:17]1[CH2:18][CH2:19][N:14]([C:12]([O:11][C:7]([CH3:10])([CH3:9])[CH3:8])=[O:13])[CH2:15][CH2:16]1)[O:26][CH2:27][Cl:28]. (3) Given the reactants [C:1]([NH:11][C@H:12]([C:20]([OH:22])=O)[CH2:13][C:14]1[CH:19]=[CH:18][CH:17]=[CH:16][CH:15]=1)([O:3][CH2:4][C:5]1[CH:10]=[CH:9][CH:8]=[CH:7][CH:6]=1)=[O:2].OC1C2N=NNC=2C=CC=1.Cl.CN(C)CCCN=C=NCC.[NH2:45][CH2:46][CH2:47][CH:48]([O:52][CH2:53][CH3:54])[O:49][CH2:50][CH3:51].C(N(CC)C(C)C)(C)C, predict the reaction product. The product is: [CH2:13]([C@H:12]([NH:11][C:1](=[O:2])[O:3][CH2:4][C:5]1[CH:6]=[CH:7][CH:8]=[CH:9][CH:10]=1)[C:20]([NH:45][CH2:46][CH2:47][CH:48]([O:52][CH2:53][CH3:54])[O:49][CH2:50][CH3:51])=[O:22])[C:14]1[CH:15]=[CH:16][CH:17]=[CH:18][CH:19]=1. (4) Given the reactants [CH:1]([C:3]1[C:11]2[C:10]([C:12]([O:14][CH3:15])=[O:13])=[CH:9][CH:8]=[N:7][C:6]=2[N:5]([C:16]([O:18][C:19]([CH3:22])([CH3:21])[CH3:20])=[O:17])[CH:4]=1)=O.[NH2:23][C:24]1([CH3:37])[CH2:29][CH2:28][N:27]([C:30]([O:32][C:33]([CH3:36])([CH3:35])[CH3:34])=[O:31])[CH2:26][CH2:25]1.C(O[BH-](OC(=O)C)OC(=O)C)(=O)C.[Na+], predict the reaction product. The product is: [C:33]([O:32][C:30]([N:27]1[CH2:26][CH2:25][C:24]([NH:23][CH2:1][C:3]2[C:11]3[C:10]([C:12]([O:14][CH3:15])=[O:13])=[CH:9][CH:8]=[N:7][C:6]=3[N:5]([C:16]([O:18][C:19]([CH3:22])([CH3:21])[CH3:20])=[O:17])[CH:4]=2)([CH3:37])[CH2:29][CH2:28]1)=[O:31])([CH3:36])([CH3:35])[CH3:34].